This data is from Forward reaction prediction with 1.9M reactions from USPTO patents (1976-2016). The task is: Predict the product of the given reaction. (1) Given the reactants C(OC([N:8]1[CH2:13][CH2:12][CH:11]([O:14][C:15]2[CH:20]=[CH:19][C:18](N)=[CH:17][CH:16]=2)[C:10]([CH3:23])([CH3:22])[CH2:9]1)=O)(C)(C)C.N([O-])=O.[Na+].[OH-].[Na+].[ClH:30].O, predict the reaction product. The product is: [Cl:30][C:18]1[CH:19]=[CH:20][C:15]([O:14][CH:11]2[CH2:12][CH2:13][NH:8][CH2:9][C:10]2([CH3:23])[CH3:22])=[CH:16][CH:17]=1. (2) Given the reactants [CH2:1]([C:4]1([S:7](Cl)(=[O:9])=[O:8])[CH2:6][CH2:5]1)[CH:2]=[CH2:3].[F:11][C:12]1[CH:17]=[C:16]([F:18])[C:15]([F:19])=[C:14]([NH:20][C:21]2[CH:26]=[CH:25][C:24]([I:27])=[CH:23][C:22]=2[F:28])[C:13]=1[NH2:29], predict the reaction product. The product is: [F:19][C:15]1[C:14]([NH:20][C:21]2[CH:26]=[CH:25][C:24]([I:27])=[CH:23][C:22]=2[F:28])=[C:13]([NH:29][S:7]([C:4]2([CH2:1][CH:2]=[CH2:3])[CH2:6][CH2:5]2)(=[O:9])=[O:8])[C:12]([F:11])=[CH:17][C:16]=1[F:18]. (3) Given the reactants [CH2:1]([O:8][C:9]([NH:11][C@@H:12]([CH2:16][C:17]1[CH:22]=[CH:21][C:20]([CH:23]2[S:27](=[O:29])(=[O:28])[NH:26][C:25](=[O:30])[CH2:24]2)=[C:19]([CH3:31])[CH:18]=1)[C:13](O)=[O:14])=[O:10])[C:2]1[CH:7]=[CH:6][CH:5]=[CH:4][CH:3]=1.F[P-](F)(F)(F)(F)F.N1(O[P+](N(C)C)(N(C)C)N(C)C)C2C=CC=CC=2N=N1.[NH2:59][CH2:60][CH2:61][CH2:62][CH2:63][O:64][C:65]1[CH:74]=[CH:73][CH:72]=[C:71]([OH:75])[C:66]=1[C:67]([O:69][CH3:70])=[O:68].C(N(CC)C(C)C)(C)C, predict the reaction product. The product is: [CH2:1]([O:8][C:9]([NH:11][C@@H:12]([CH2:16][C:17]1[CH:22]=[CH:21][C:20]([CH:23]2[S:27](=[O:29])(=[O:28])[NH:26][C:25](=[O:30])[CH2:24]2)=[C:19]([CH3:31])[CH:18]=1)[C:13]([NH:59][CH2:60][CH2:61][CH2:62][CH2:63][O:64][C:65]1[CH:74]=[CH:73][CH:72]=[C:71]([OH:75])[C:66]=1[C:67]([O:69][CH3:70])=[O:68])=[O:14])=[O:10])[C:2]1[CH:7]=[CH:6][CH:5]=[CH:4][CH:3]=1. (4) Given the reactants Cl[C:2]1[C:3]2[C:10]([Cl:11])=[CH:9][N:8]([S:12]([C:15]3[CH:20]=[CH:19][CH:18]=[CH:17][CH:16]=3)(=[O:14])=[O:13])[C:4]=2[N:5]=[CH:6][N:7]=1.[NH:21]1[CH2:26][CH2:25][CH:24]([NH:27][C:28](=[O:35])[C:29]2[CH:34]=[CH:33][CH:32]=[CH:31][CH:30]=2)[CH2:23][CH2:22]1.C(N(CC)C(C)C)(C)C.O, predict the reaction product. The product is: [Cl:11][C:10]1[C:3]2[C:2]([N:21]3[CH2:26][CH2:25][CH:24]([NH:27][C:28](=[O:35])[C:29]4[CH:34]=[CH:33][CH:32]=[CH:31][CH:30]=4)[CH2:23][CH2:22]3)=[N:7][CH:6]=[N:5][C:4]=2[N:8]([S:12]([C:15]2[CH:20]=[CH:19][CH:18]=[CH:17][CH:16]=2)(=[O:14])=[O:13])[CH:9]=1.